This data is from Forward reaction prediction with 1.9M reactions from USPTO patents (1976-2016). The task is: Predict the product of the given reaction. (1) The product is: [Cl:11][C:12]1[CH:17]=[CH:16][C:15]([NH:18][C:2]2[CH:7]=[CH:6][CH:5]=[CH:4][C:3]=2[N+:8]([O-:10])=[O:9])=[CH:14][CH:13]=1. Given the reactants F[C:2]1[CH:7]=[CH:6][CH:5]=[CH:4][C:3]=1[N+:8]([O-:10])=[O:9].[Cl:11][C:12]1[CH:17]=[CH:16][C:15]([NH2:18])=[CH:14][CH:13]=1.C([O-])([O-])=O.[K+].[K+].[F-].[K+], predict the reaction product. (2) Given the reactants [Cl:1][C:2]1[CH:7]=[CH:6][CH:5]=[CH:4][C:3]=1[C:8]1[CH:13]=[CH:12][CH:11]=[C:10]([NH:14][C:15]([C@@H:17]2[CH2:21][C@@H:20]([F:22])[CH2:19][N:18]2[C:23](=[O:37])[CH2:24][N:25]2[C:33]3[CH2:32][CH2:31][CH2:30][CH2:29][C:28]=3[C:27]([C:34](O)=[O:35])=[N:26]2)=[O:16])[C:9]=1[F:38].[NH4+].[Cl-].C[N:42](C(ON1N=NC2C=CC=NC1=2)=[N+](C)C)C.F[P-](F)(F)(F)(F)F.CCN(C(C)C)C(C)C, predict the reaction product. The product is: [Cl:1][C:2]1[CH:7]=[CH:6][CH:5]=[CH:4][C:3]=1[C:8]1[CH:13]=[CH:12][CH:11]=[C:10]([NH:14][C:15]([C@@H:17]2[CH2:21][C@@H:20]([F:22])[CH2:19][N:18]2[C:23](=[O:37])[CH2:24][N:25]2[C:33]3[CH2:32][CH2:31][CH2:30][CH2:29][C:28]=3[C:27]([C:34]([NH2:42])=[O:35])=[N:26]2)=[O:16])[C:9]=1[F:38]. (3) Given the reactants [N+:1]([C:4]1[CH:13]=[C:12]([N+:14]([O-])=O)[C:11]2[C:6](=[CH:7][CH:8]=[CH:9][CH:10]=2)[C:5]=1[CH2:17][C:18]([O:20][CH2:21][CH3:22])=[O:19])([O-:3])=[O:2].O, predict the reaction product. The product is: [NH2:14][C:12]1[C:11]2[C:6](=[CH:7][CH:8]=[CH:9][CH:10]=2)[C:5]([CH2:17][C:18]([O:20][CH2:21][CH3:22])=[O:19])=[C:4]([N+:1]([O-:3])=[O:2])[CH:13]=1. (4) Given the reactants [NH2:1][C@@H:2]1[CH2:7][CH2:6][C:5]([F:9])([F:8])[CH2:4][C@@H:3]1[C:10]([O:12][CH2:13][CH3:14])=[O:11].[CH3:15][C:16]1[CH:20]=[CH:19][N:18]([C:21]2[CH:29]=[CH:28][C:24]([C:25](O)=[O:26])=[CH:23][CH:22]=2)[N:17]=1.Cl.CN(C)CCCN=C=NCC.N1(O)C2C=CC=CC=2N=N1, predict the reaction product. The product is: [F:8][C:5]1([F:9])[CH2:4][C@H:3]([C:10]([O:12][CH2:13][CH3:14])=[O:11])[C@H:2]([NH:1][C:25]([C:24]2[CH:23]=[CH:22][C:21]([N:18]3[CH:19]=[CH:20][C:16]([CH3:15])=[N:17]3)=[CH:29][CH:28]=2)=[O:26])[CH2:7][CH2:6]1. (5) Given the reactants N[CH2:2][CH2:3][NH:4][C@H:5]1[CH2:10][CH2:9][C@H:8]([CH2:11][C:12]([NH:14][C@H:15]2[CH2:20][C:19]3[CH:21]=[CH:22][CH:23]=[C:24]([C:25]([OH:27])=[O:26])[C:18]=3[O:17][B:16]2[OH:28])=[O:13])[CH2:7][CH2:6]1.[Si:29]([O:36]CC=O)([C:32]([CH3:35])([CH3:34])[CH3:33])([CH3:31])[CH3:30], predict the reaction product. The product is: [Si:29]([O:36][CH2:2][CH2:3][NH:4][C@H:5]1[CH2:6][CH2:7][C@H:8]([CH2:11][C:12]([NH:14][C@H:15]2[CH2:20][C:19]3[CH:21]=[CH:22][CH:23]=[C:24]([C:25]([OH:27])=[O:26])[C:18]=3[O:17][B:16]2[OH:28])=[O:13])[CH2:9][CH2:10]1)([C:32]([CH3:35])([CH3:34])[CH3:33])([CH3:31])[CH3:30]. (6) Given the reactants [C:1]([O:5][C:6]([N:8]1[CH2:13][CH2:12][CH:11]([NH:14][C:15]2[CH:20]=[CH:19][C:18]([O:21][CH3:22])=[CH:17][CH:16]=2)[CH2:10][CH2:9]1)=[O:7])([CH3:4])([CH3:3])[CH3:2].[CH2:23](Br)[C:24]1[CH:29]=[CH:28][CH:27]=[CH:26][CH:25]=1, predict the reaction product. The product is: [C:1]([O:5][C:6]([N:8]1[CH2:13][CH2:12][CH:11]([N:14]([CH2:23][C:24]2[CH:29]=[CH:28][CH:27]=[CH:26][CH:25]=2)[C:15]2[CH:20]=[CH:19][C:18]([O:21][CH3:22])=[CH:17][CH:16]=2)[CH2:10][CH2:9]1)=[O:7])([CH3:4])([CH3:3])[CH3:2]. (7) Given the reactants Cl.[C:2]1([C:8]2([N:18]3[CH2:21][CH2:20][CH2:19]3)[CH2:17][CH2:16][C:11]3(OCC[O:12]3)[CH2:10][CH2:9]2)[CH:7]=[CH:6][CH:5]=[CH:4][CH:3]=1.[OH-].[Na+], predict the reaction product. The product is: [N:18]1([C:8]2([C:2]3[CH:3]=[CH:4][CH:5]=[CH:6][CH:7]=3)[CH2:9][CH2:10][C:11](=[O:12])[CH2:16][CH2:17]2)[CH2:19][CH2:20][CH2:21]1. (8) Given the reactants [CH3:1][N:2]([CH:25]1CCN(C)C[CH2:26]1)[C:3]([N:5]1[CH:9]([C:10]2[CH:15]=[CH:14][CH:13]=[CH:12][CH:11]=2)[CH:8]2[CH2:16][O:17][C:18]3[CH:19]=[CH:20][C:21]([F:24])=[CH:22][C:23]=3[C:7]2=[N:6]1)=[O:4].C(NC)C, predict the reaction product. The product is: [CH2:25]([N:2]([CH3:1])[C:3]([N:5]1[CH:9]([C:10]2[CH:11]=[CH:12][CH:13]=[CH:14][CH:15]=2)[CH:8]2[CH2:16][O:17][C:18]3[CH:19]=[CH:20][C:21]([F:24])=[CH:22][C:23]=3[C:7]2=[N:6]1)=[O:4])[CH3:26]. (9) Given the reactants [NH2:1][C:2]1[C:3]([C:19](=O)[CH2:20]Br)=[N:4][C:5]([N:8]2[CH2:13][CH2:12][N:11]([S:14]([CH2:17][CH3:18])(=[O:16])=[O:15])[CH2:10][CH2:9]2)=[CH:6][N:7]=1.[CH:23]1[N:27]=[C:26]([NH2:28])[S:25][CH:24]=1, predict the reaction product. The product is: [CH2:17]([S:14]([N:11]1[CH2:12][CH2:13][N:8]([C:5]2[N:4]=[C:3]([C:19]3[N:28]=[C:26]4[N:27]([CH:20]=3)[CH:23]=[CH:24][S:25]4)[C:2]([NH2:1])=[N:7][CH:6]=2)[CH2:9][CH2:10]1)(=[O:16])=[O:15])[CH3:18].